This data is from Catalyst prediction with 721,799 reactions and 888 catalyst types from USPTO. The task is: Predict which catalyst facilitates the given reaction. (1) Reactant: CS(C)=O.C(Cl)(=O)C([Cl:8])=O.[CH3:11][N:12]1[C:20]2[C:15](=[CH:16][CH:17]=[CH:18][CH:19]=2)[CH:14]=[C:13]1[C:21]([NH:23][C@H:24]([C:28]([NH:30][CH:31]([CH:40]([OH:43])[CH2:41][F:42])[CH2:32][C:33]([O:35][C:36]([CH3:39])([CH3:38])[CH3:37])=[O:34])=[O:29])[CH:25]([CH3:27])[CH3:26])=[O:22].C(N(CC)CC)C. Product: [Cl:8][C:14]1[C:15]2[C:20](=[CH:19][CH:18]=[CH:17][CH:16]=2)[N:12]([CH3:11])[C:13]=1[C:21]([NH:23][C@H:24]([C:28]([NH:30][CH:31]([C:40](=[O:43])[CH2:41][F:42])[CH2:32][C:33]([O:35][C:36]([CH3:38])([CH3:37])[CH3:39])=[O:34])=[O:29])[CH:25]([CH3:26])[CH3:27])=[O:22]. The catalyst class is: 2. (2) Reactant: [CH3:1][S:2][C:3]1[N:4]=[C:5]([OH:12])[C:6]2[CH:11]=[CH:10][NH:9][C:7]=2[N:8]=1.C1C=C(Cl)C=C(C(OO)=O)C=1.CS(C1N=C(O)C2C=CNC=2N=1)(=O)=O.[F:38][C:39]1[CH:44]=[CH:43]C(S)=[CH:41][CH:40]=1.CCN(C(C)C)C(C)C. Product: [F:38][C:39]1[CH:44]=[CH:43][C:1]([S:2][C:3]2[N:4]=[C:5]([OH:12])[C:6]3[CH:11]=[CH:10][NH:9][C:7]=3[N:8]=2)=[CH:41][CH:40]=1. The catalyst class is: 3. (3) Reactant: [CH3:1][CH:2]1[CH2:8][CH2:7][N:6]([S:9]([C:12]2[CH:18]=[CH:17][C:15]([CH3:16])=[CH:14][CH:13]=2)(=[O:11])=[O:10])[CH2:5][CH:4]([NH:19][C:20](=[O:27])[C:21]2[CH:26]=[CH:25][CH:24]=[CH:23][N:22]=2)[C:3]1=O.CC[N+](S(N=C(OC)[O-])(=O)=O)(CC)CC. Product: [CH3:1][CH:2]1[CH2:8][CH2:7][N:6]([S:9]([C:12]2[CH:13]=[CH:14][C:15]([CH3:16])=[CH:17][CH:18]=2)(=[O:11])=[O:10])[CH2:5][C:4]2[N:19]=[C:20]([C:21]3[CH:26]=[CH:25][CH:24]=[CH:23][N:22]=3)[O:27][C:3]1=2. The catalyst class is: 20. (4) Reactant: [C:1]([C:3]1[CH:4]=[C:5]([CH:14]=[CH:15][C:16]=1[N:17]1[CH:21]=[N:20][CH:19]=[N:18]1)[C:6]([NH:8][CH2:9][Si:10]([CH3:13])([CH3:12])[CH3:11])=O)#[N:2].C1(C)C=CC=CC=1.COC1C=CC(P2(SP(C3C=CC(OC)=CC=3)(=S)S2)=[S:38])=CC=1. The catalyst class is: 6. Product: [C:1]([C:3]1[CH:4]=[C:5]([C:6](=[S:38])[NH:8][CH2:9][Si:10]([CH3:13])([CH3:12])[CH3:11])[CH:14]=[CH:15][C:16]=1[N:17]1[CH:21]=[N:20][CH:19]=[N:18]1)#[N:2]. (5) Reactant: [N:1]1[CH:6]=[CH:5][C:4]([C:7]2[O:8][C:9]3([CH2:16][CH2:15][CH2:14][CH2:13]3)[C:10](=[O:12])[CH:11]=2)=[CH:3][CH:2]=1.C1C(=O)N([Br:24])C(=O)C1. Product: [Br:24][C:11]1[C:10](=[O:12])[C:9]2([CH2:16][CH2:15][CH2:14][CH2:13]2)[O:8][C:7]=1[C:4]1[CH:5]=[CH:6][N:1]=[CH:2][CH:3]=1. The catalyst class is: 373. (6) Reactant: Cl[C:2]1[CH:10]=[CH:9][C:5]([C:6]([OH:8])=[O:7])=[CH:4][N:3]=1.[OH-].[K+].[F:13][C:14]([F:19])([F:18])[CH:15]([OH:17])[CH3:16].Cl. Product: [F:13][C:14]([F:19])([F:18])[CH:15]([O:17][C:2]1[N:3]=[CH:4][C:5]([C:6]([OH:8])=[O:7])=[CH:9][CH:10]=1)[CH3:16]. The catalyst class is: 16. (7) Reactant: [N+:1]([C:4]1[CH:5]=[C:6]([S:10]([N:13]([CH2:26][C:27]2[CH:32]=[CH:31][CH:30]=[CH:29][N:28]=2)[CH2:14][C:15]2[CH:20]=[CH:19][C:18]([C:21]3[NH:25][N:24]=[N:23][N:22]=3)=[CH:17][CH:16]=2)(=[O:12])=[O:11])[CH:7]=[CH:8][CH:9]=1)([O-])=O. Product: [NH2:1][C:4]1[CH:5]=[C:6]([S:10]([N:13]([CH2:26][C:27]2[CH:32]=[CH:31][CH:30]=[CH:29][N:28]=2)[CH2:14][C:15]2[CH:16]=[CH:17][C:18]([C:21]3[NH:25][N:24]=[N:23][N:22]=3)=[CH:19][CH:20]=2)(=[O:11])=[O:12])[CH:7]=[CH:8][CH:9]=1. The catalyst class is: 19.